Dataset: Catalyst prediction with 721,799 reactions and 888 catalyst types from USPTO. Task: Predict which catalyst facilitates the given reaction. (1) Reactant: [Cl:1][C:2]1[CH:3]=[C:4]2[C:9](=[CH:10][CH:11]=1)[CH:8]=[C:7]([S:12]([CH2:15][CH2:16][C:17]([OH:19])=O)(=[O:14])=[O:13])[CH:6]=[CH:5]2.S(Cl)([Cl:22])=O. Product: [Cl:1][C:2]1[CH:3]=[C:4]2[C:9](=[CH:10][CH:11]=1)[CH:8]=[C:7]([S:12]([CH2:15][CH2:16][C:17]([Cl:22])=[O:19])(=[O:14])=[O:13])[CH:6]=[CH:5]2. The catalyst class is: 575. (2) Reactant: [CH3:1][C:2]1[N:7]=C(C#N)[C:5]([C:10]2[N:15]=[CH:14][CH:13]=[CH:12][N:11]=2)=[CH:4][CH:3]=1.[OH-:16].[Na+].Cl.[CH3:19][CH2:20][OH:21]. Product: [CH3:1][C:2]1[N:7]=[C:19]([C:20]([OH:16])=[O:21])[C:5]([C:10]2[N:15]=[CH:14][CH:13]=[CH:12][N:11]=2)=[CH:4][CH:3]=1. The catalyst class is: 6. (3) Reactant: [CH3:1][N:2]([CH3:11])[S:3]([N:6]1[CH:10]=[CH:9][N:8]=[CH:7]1)(=[O:5])=[O:4].C([Li])CCC.CCCCCC.[Si:23](Cl)([C:26]([CH3:29])([CH3:28])[CH3:27])([CH3:25])[CH3:24].[C:31]1([CH:37]2[C:45]3[C:40](=[CH:41][CH:42]=[CH:43][CH:44]=3)[C:39](=[O:46])[CH2:38]2)[CH:36]=[CH:35][CH:34]=[CH:33][CH:32]=1. Product: [CH3:1][N:2]([CH3:11])[S:3]([N:6]1[C:10]([C:39]2([OH:46])[C:40]3[C:45](=[CH:44][CH:43]=[CH:42][CH:41]=3)[CH:37]([C:31]3[CH:32]=[CH:33][CH:34]=[CH:35][CH:36]=3)[CH2:38]2)=[CH:9][N:8]=[C:7]1[Si:23]([C:26]([CH3:29])([CH3:28])[CH3:27])([CH3:25])[CH3:24])(=[O:4])=[O:5]. The catalyst class is: 7.